Dataset: Catalyst prediction with 721,799 reactions and 888 catalyst types from USPTO. Task: Predict which catalyst facilitates the given reaction. (1) Reactant: [CH3:1][C:2]1[CH:20]=[CH:19][CH:18]=[C:17]([CH3:21])[C:3]=1[CH2:4][O:5][C:6]1[CH:7]=[C:8]([C:12]([CH3:16])([CH3:15])[CH:13]=[O:14])[CH:9]=[CH:10][CH:11]=1.CC(C)=[O:24].OS(O)(=O)=O.O=[Cr](=O)=O. Product: [CH3:1][C:2]1[CH:20]=[CH:19][CH:18]=[C:17]([CH3:21])[C:3]=1[CH2:4][O:5][C:6]1[CH:7]=[C:8]([C:12]([CH3:16])([CH3:15])[C:13]([OH:24])=[O:14])[CH:9]=[CH:10][CH:11]=1. The catalyst class is: 692. (2) Reactant: [H-].[Na+].[CH2:3]([SH:10])[C:4]1[CH:9]=[CH:8][CH:7]=[CH:6][CH:5]=1.Cl[C:12]1[N:17]=[C:16]([C:18]([NH:20][CH2:21][CH:22]2[CH2:27][CH2:26][O:25][CH2:24][CH2:23]2)=[O:19])[C:15]([NH:28][C:29]([C:31]2[C:40]3[C:35](=[CH:36][CH:37]=[CH:38][CH:39]=3)[C:34]([CH2:41][O:42][CH3:43])=[CH:33][CH:32]=2)=[O:30])=[CH:14][CH:13]=1.O. Product: [CH2:3]([S:10][C:12]1[N:17]=[C:16]([C:18]([NH:20][CH2:21][CH:22]2[CH2:27][CH2:26][O:25][CH2:24][CH2:23]2)=[O:19])[C:15]([NH:28][C:29]([C:31]2[C:40]3[C:35](=[CH:36][CH:37]=[CH:38][CH:39]=3)[C:34]([CH2:41][O:42][CH3:43])=[CH:33][CH:32]=2)=[O:30])=[CH:14][CH:13]=1)[C:4]1[CH:9]=[CH:8][CH:7]=[CH:6][CH:5]=1. The catalyst class is: 85. (3) The catalyst class is: 8. Reactant: C([O:5][C:6]([NH:8][C@H:9]1[CH2:14][C@H:13]([C:15]([O:17][CH2:18][CH3:19])=[O:16])[CH2:12][CH2:11][C@H:10]1[NH:20][C:21]([C:23]1[S:24][C:25]2[CH2:26][N:27]([CH3:32])[CH2:28][CH2:29][C:30]=2[N:31]=1)=[O:22])=O)(C)(C)C.Cl.[Cl:34][C:35]1[CH:36]=[C:37]2[C:41](=[CH:42][CH:43]=1)[NH:40][C:39](C(O)=O)=[CH:38]2. Product: [Cl:34][C:35]1[CH:36]=[C:37]2[C:41](=[CH:42][CH:43]=1)[NH:40][C:39]([C:6]([NH:8][C@H:9]1[CH2:14][C@H:13]([C:15]([O:17][CH2:18][CH3:19])=[O:16])[CH2:12][CH2:11][C@H:10]1[NH:20][C:21]([C:23]1[S:24][C:25]3[CH2:26][N:27]([CH3:32])[CH2:28][CH2:29][C:30]=3[N:31]=1)=[O:22])=[O:5])=[CH:38]2. (4) The catalyst class is: 209. Product: [Cl:1][C:2]1[CH:3]=[CH:4][CH:5]=[C:6]2[C:11]=1[C:10]([CH2:12][CH2:13][N:14]1[CH2:15][CH2:16][O:17][CH2:18][CH2:19]1)=[N:9][C:8]([C@@H:20]([NH:22][C:23]1[N:31]=[CH:30][N:29]=[C:28]3[C:24]=1[N:25]=[CH:26][NH:27]3)[CH3:21])=[C:7]2[F:38]. Reactant: [Cl:1][C:2]1[CH:3]=[CH:4][CH:5]=[C:6]2[C:11]=1[C:10]([CH2:12][CH2:13][N:14]1[CH2:19][CH2:18][O:17][CH2:16][CH2:15]1)=[N:9][C:8]([C@@H:20]([NH:22][C:23]1[N:31]=[CH:30][N:29]=[C:28]3[C:24]=1[N:25]=[CH:26][N:27]3C1CCCCO1)[CH3:21])=[C:7]2[F:38]. (5) Reactant: [OH:1][C:2]([C:4](F)(F)F)=O.[OH:8][C:9]([C:11]([F:14])([F:13])[F:12])=[O:10].[CH:15]12[O:22][CH:19]([CH2:20][CH2:21]1)[CH2:18][N:17]([C:23]1[N:28]=[C:27]([N:29]3[CH2:34][CH2:33][NH:32][CH2:31][CH2:30]3)[N:26]=[C:25]([C:35]3[CH:40]=[CH:39][C:38]([NH:41][C:42]([NH:44][C:45]4[CH:50]=[CH:49][N:48]=[CH:47][CH:46]=4)=[O:43])=[CH:37][CH:36]=3)[N:24]=1)[CH2:16]2.C(Cl)(=O)C. The catalyst class is: 236. Product: [C:2]([N:32]1[CH2:33][CH2:34][N:29]([C:27]2[N:28]=[C:23]([N:17]3[CH2:16][CH:15]4[O:22][CH:19]([CH2:20][CH2:21]4)[CH2:18]3)[N:24]=[C:25]([C:35]3[CH:36]=[CH:37][C:38]([NH:41][C:42]([NH:44][C:45]4[CH:46]=[CH:47][N:48]=[CH:49][CH:50]=4)=[O:43])=[CH:39][CH:40]=3)[N:26]=2)[CH2:30][CH2:31]1)(=[O:1])[CH3:4].[C:9]([OH:10])([C:11]([F:14])([F:13])[F:12])=[O:8]. (6) Reactant: [N:1]1([C:14]([O:16][C:17]([CH3:20])([CH3:19])[CH3:18])=[O:15])[C:9]2[C:4](=[CH:5][CH:6]=[CH:7][C:8]=2[C:10]([O:12][CH3:13])=[O:11])[CH2:3][CH2:2]1.[Br:21]N1C(=O)CCC1=O. Product: [Br:21][C:6]1[CH:5]=[C:4]2[C:9](=[C:8]([C:10]([O:12][CH3:13])=[O:11])[CH:7]=1)[N:1]([C:14]([O:16][C:17]([CH3:20])([CH3:19])[CH3:18])=[O:15])[CH2:2][CH2:3]2. The catalyst class is: 4. (7) The catalyst class is: 36. Product: [NH2:2][CH2:3][CH2:4][CH2:5][C:6]1[C:11]([C@H:12]2[CH2:16][CH2:15][CH2:14][N:13]2[C:17]2[CH:22]=[CH:21][N:20]3[N:23]=[CH:24][C:25]([C:26]([OH:28])=[O:27])=[C:19]3[N:18]=2)=[CH:10][C:9]([F:31])=[CH:8][N:7]=1. Reactant: Cl.[NH2:2][CH2:3][CH2:4][CH2:5][C:6]1[C:11]([C@H:12]2[CH2:16][CH2:15][CH2:14][N:13]2[C:17]2[CH:22]=[CH:21][N:20]3[N:23]=[CH:24][C:25]([C:26]([O:28]CC)=[O:27])=[C:19]3[N:18]=2)=[CH:10][C:9]([F:31])=[CH:8][N:7]=1.[OH-].[Li+].